Task: Regression. Given two drug SMILES strings and cell line genomic features, predict the synergy score measuring deviation from expected non-interaction effect.. Dataset: NCI-60 drug combinations with 297,098 pairs across 59 cell lines (1) Drug 1: CCC1(CC2CC(C3=C(CCN(C2)C1)C4=CC=CC=C4N3)(C5=C(C=C6C(=C5)C78CCN9C7C(C=CC9)(C(C(C8N6C=O)(C(=O)OC)O)OC(=O)C)CC)OC)C(=O)OC)O.OS(=O)(=O)O. Drug 2: CC(C)NC(=O)C1=CC=C(C=C1)CNNC.Cl. Cell line: NCI-H522. Synergy scores: CSS=31.6, Synergy_ZIP=1.05, Synergy_Bliss=0.795, Synergy_Loewe=-26.0, Synergy_HSA=-0.769. (2) Drug 1: C1=CC(=CC=C1C#N)C(C2=CC=C(C=C2)C#N)N3C=NC=N3. Drug 2: CC1CCC2CC(C(=CC=CC=CC(CC(C(=O)C(C(C(=CC(C(=O)CC(OC(=O)C3CCCCN3C(=O)C(=O)C1(O2)O)C(C)CC4CCC(C(C4)OC)OCCO)C)C)O)OC)C)C)C)OC. Cell line: A549. Synergy scores: CSS=-1.42, Synergy_ZIP=-0.472, Synergy_Bliss=-1.10, Synergy_Loewe=-8.77, Synergy_HSA=-4.93.